Task: Regression. Given two drug SMILES strings and cell line genomic features, predict the synergy score measuring deviation from expected non-interaction effect.. Dataset: NCI-60 drug combinations with 297,098 pairs across 59 cell lines (1) Drug 1: C1CCC(C1)C(CC#N)N2C=C(C=N2)C3=C4C=CNC4=NC=N3. Drug 2: CCC(=C(C1=CC=CC=C1)C2=CC=C(C=C2)OCCN(C)C)C3=CC=CC=C3.C(C(=O)O)C(CC(=O)O)(C(=O)O)O. Cell line: MDA-MB-435. Synergy scores: CSS=-6.85, Synergy_ZIP=4.31, Synergy_Bliss=5.77, Synergy_Loewe=-1.24, Synergy_HSA=-0.541. (2) Drug 1: CC1=C(C(CCC1)(C)C)C=CC(=CC=CC(=CC(=O)O)C)C. Drug 2: CN(C(=O)NC(C=O)C(C(C(CO)O)O)O)N=O. Cell line: UO-31. Synergy scores: CSS=-3.84, Synergy_ZIP=0.989, Synergy_Bliss=-1.17, Synergy_Loewe=-3.69, Synergy_HSA=-3.52. (3) Drug 1: COC1=NC(=NC2=C1N=CN2C3C(C(C(O3)CO)O)O)N. Drug 2: CC1=C(N=C(N=C1N)C(CC(=O)N)NCC(C(=O)N)N)C(=O)NC(C(C2=CN=CN2)OC3C(C(C(C(O3)CO)O)O)OC4C(C(C(C(O4)CO)O)OC(=O)N)O)C(=O)NC(C)C(C(C)C(=O)NC(C(C)O)C(=O)NCCC5=NC(=CS5)C6=NC(=CS6)C(=O)NCCC[S+](C)C)O. Cell line: EKVX. Synergy scores: CSS=0.541, Synergy_ZIP=-0.154, Synergy_Bliss=-0.220, Synergy_Loewe=-5.31, Synergy_HSA=-1.77. (4) Drug 1: CC1C(C(CC(O1)OC2CC(CC3=C2C(=C4C(=C3O)C(=O)C5=C(C4=O)C(=CC=C5)OC)O)(C(=O)C)O)N)O.Cl. Drug 2: CN1C(=O)N2C=NC(=C2N=N1)C(=O)N. Cell line: HOP-62. Synergy scores: CSS=8.65, Synergy_ZIP=-3.35, Synergy_Bliss=2.40, Synergy_Loewe=-26.2, Synergy_HSA=-4.41. (5) Drug 1: C1CC(=O)NC(=O)C1N2CC3=C(C2=O)C=CC=C3N. Drug 2: CC1CCCC2(C(O2)CC(NC(=O)CC(C(C(=O)C(C1O)C)(C)C)O)C(=CC3=CSC(=N3)C)C)C. Cell line: A549. Synergy scores: CSS=9.85, Synergy_ZIP=-3.20, Synergy_Bliss=1.33, Synergy_Loewe=2.75, Synergy_HSA=2.76. (6) Drug 1: C1CCC(C1)C(CC#N)N2C=C(C=N2)C3=C4C=CNC4=NC=N3. Drug 2: CN(C(=O)NC(C=O)C(C(C(CO)O)O)O)N=O. Cell line: SF-268. Synergy scores: CSS=-0.659, Synergy_ZIP=0.145, Synergy_Bliss=-6.46, Synergy_Loewe=-10.7, Synergy_HSA=-10.7. (7) Drug 1: C(CN)CNCCSP(=O)(O)O. Drug 2: CC1CCCC2(C(O2)CC(NC(=O)CC(C(C(=O)C(C1O)C)(C)C)O)C(=CC3=CSC(=N3)C)C)C. Cell line: SW-620. Synergy scores: CSS=49.1, Synergy_ZIP=2.05, Synergy_Bliss=-0.686, Synergy_Loewe=-6.41, Synergy_HSA=0.440.